Dataset: Full USPTO retrosynthesis dataset with 1.9M reactions from patents (1976-2016). Task: Predict the reactants needed to synthesize the given product. (1) Given the product [CH2:1]([O:3][C:4]([C:6]1[C:10]([CH3:11])=[C:9]([I:12])[N:8]([CH3:14])[C:7]=1[CH3:13])=[O:5])[CH3:2], predict the reactants needed to synthesize it. The reactants are: [CH2:1]([O:3][C:4]([C:6]1[C:10]([CH3:11])=[C:9]([I:12])[NH:8][C:7]=1[CH3:13])=[O:5])[CH3:2].[CH3:14]OS(C1C=CC(C)=CC=1)(=O)=O.CC(C)([O-])C.[Na+]. (2) The reactants are: [CH3:1][N:2]1[CH:6]=[C:5]([C:7]([OH:9])=O)[N:4]=[C:3]1[C:10]1[CH:11]=[N:12][N:13]([CH3:15])[CH:14]=1.[NH2:16][C@@H:17]([CH3:33])[CH2:18][N:19]1[CH:23]=[CH:22][C:21]([C:24]2[CH:31]=[CH:30][C:27]([C:28]#[N:29])=[C:26]([Cl:32])[CH:25]=2)=[N:20]1. Given the product [Cl:32][C:26]1[CH:25]=[C:24]([C:21]2[CH:22]=[CH:23][N:19]([CH2:18][C@@H:17]([NH:16][C:7]([C:5]3[N:4]=[C:3]([C:10]4[CH:11]=[N:12][N:13]([CH3:15])[CH:14]=4)[N:2]([CH3:1])[CH:6]=3)=[O:9])[CH3:33])[N:20]=2)[CH:31]=[CH:30][C:27]=1[C:28]#[N:29], predict the reactants needed to synthesize it. (3) Given the product [F:2][C:3]1[CH:4]=[C:5]2[C:9](=[CH:10][C:11]=1[C:12]1[CH:13]=[CH:14][CH:15]=[CH:16][CH:17]=1)[NH:8][CH2:7][CH2:6]2, predict the reactants needed to synthesize it. The reactants are: B.[F:2][C:3]1[CH:4]=[C:5]2[C:9](=[CH:10][C:11]=1[C:12]1[CH:17]=[CH:16][CH:15]=[CH:14][CH:13]=1)[NH:8][CH:7]=[CH:6]2.C(O)(C(F)(F)F)=O.[OH-].[Na+]. (4) Given the product [F:1][C:2]1[CH:3]=[CH:4][C:5]([N:8]2[C:16]3[C:11](=[CH:12][C:13]4=[C:14]([CH2:17][CH2:18][CH2:19][C:20](=[O:22])/[C:21]/4=[CH:39]/[C:34]4[CH:35]=[CH:36][CH:37]=[CH:38][N:33]=4)[CH:15]=3)[CH:10]=[N:9]2)=[CH:6][CH:7]=1, predict the reactants needed to synthesize it. The reactants are: [F:1][C:2]1[CH:7]=[CH:6][C:5]([N:8]2[C:16]3[C:11](=[CH:12][C:13]4[CH2:21][C:20](=[O:22])[CH2:19][CH2:18][CH2:17][C:14]=4[CH:15]=3)[CH:10]=[N:9]2)=[CH:4][CH:3]=1.[Li+].C[Si]([N-][Si](C)(C)C)(C)C.[N:33]1[CH:38]=[CH:37][CH:36]=[CH:35][C:34]=1[CH:39]=O. (5) The reactants are: [Br:1][C:2]1[CH:3]=[C:4]([CH:7]=[CH:8][C:9]=1[F:10])[CH:5]=O.[NH2:11][C:12]1[CH2:16][CH2:15][C:14](=[O:17])[CH:13]=1.[S:18]1(=O)(=O)[CH2:24][CH2:23][CH2:22][CH2:21][C:20](=O)[CH2:19]1. Given the product [Br:1][C:2]1[CH:3]=[C:4]([CH:5]2[C:19]3[S:18][CH2:24][CH2:23][CH2:22][CH2:21][C:20]=3[NH:11][C:12]3[CH2:16][CH2:15][C:14](=[O:17])[C:13]2=3)[CH:7]=[CH:8][C:9]=1[F:10], predict the reactants needed to synthesize it. (6) Given the product [CH3:34][C:35]1([C:41]2[CH:42]=[C:43]([NH:47][S:48]([CH3:51])(=[O:50])=[O:49])[CH:44]=[CH:45][CH:46]=2)[CH:40]2[CH:36]1[CH2:37][N:38]([C:8](=[O:10])[CH2:7][CH2:6][C:2]1[S:1][CH:5]=[CH:4][CH:3]=1)[CH2:39]2, predict the reactants needed to synthesize it. The reactants are: [S:1]1[CH:5]=[CH:4][CH:3]=[C:2]1[CH2:6][CH2:7][C:8]([OH:10])=O.O.ON1C2C=CC=CC=2N=N1.Cl.CN(C)CCCN=C=NCC.[CH3:34][C:35]1([C:41]2[CH:42]=[C:43]([NH:47][S:48]([CH3:51])(=[O:50])=[O:49])[CH:44]=[CH:45][CH:46]=2)[CH:40]2[CH:36]1[CH2:37][NH:38][CH2:39]2.C(=O)([O-])O.[Na+]. (7) Given the product [NH2:1][C:2]1[CH:7]=[CH:6][CH:5]=[CH:4][C:3]=1[NH:8][C:9](=[O:30])[C:10]1[CH:15]=[CH:14][C:13]([CH2:16][NH:17][C:18]2[N:23]=[C:47]([C:43]3[S:42][C:41]([CH3:40])=[N:45][C:44]=3[CH3:46])[CH:48]=[CH:20][N:19]=2)=[CH:12][CH:11]=1, predict the reactants needed to synthesize it. The reactants are: [NH2:1][C:2]1[CH:7]=[CH:6][CH:5]=[CH:4][C:3]=1[NH:8][C:9](=[O:30])[C:10]1[CH:15]=[CH:14][C:13]([CH2:16][NH:17][C:18]2[N:23]=C(C3C=NC=CN=3)C=[CH:20][N:19]=2)=[CH:12][CH:11]=1.N1C=CN=CC=1C(=O)C.[CH3:40][C:41]1[S:42][C:43]([C:47](=O)[CH3:48])=[C:44]([CH3:46])[N:45]=1. (8) Given the product [F:1][C:2]1[CH:3]=[C:4]([N+:26]([O-:27])=[O:25])[CH:5]=[C:6]2[C:10]=1[NH:9][N:8]=[C:7]2[NH:11][C:12](=[O:19])[C:13]1[CH:14]=[CH:15][CH:16]=[CH:17][CH:18]=1, predict the reactants needed to synthesize it. The reactants are: [F:1][C:2]1[CH:3]=[CH:4][CH:5]=[C:6]2[C:10]=1[NH:9][N:8]=[C:7]2[NH:11][C:12](=[O:19])[C:13]1[CH:18]=[CH:17][CH:16]=[CH:15][CH:14]=1.F[B-](F)(F)F.[O:25]=[N+:26]=[O:27]. (9) Given the product [CH:12]1[C:13]2[C:15]3[C:20]([CH:21]=[CH:48][C:49]=2[O:24][CH2:23][CH:22]=1)=[CH:19][CH:18]=[CH:17][CH:16]=3, predict the reactants needed to synthesize it. The reactants are: COC1C=CC(C2(C3C=CC(OC)=CC=3)O[C:13]3[C:15]4[C:20]([C:21](C5C=CC=CC=5)=[C:22]([C:23](OCCO)=[O:24])[C:12]=3C=C2)=[CH:19][CH:18]=[CH:17][CH:16]=4)=CC=1.C(N([CH2:48][CH3:49])CC)C. (10) Given the product [Cl:1][C:2]1[CH:16]=[C:15]([Cl:17])[CH:14]=[CH:13][C:3]=1[CH2:4][NH:5][CH2:6][CH2:7][C:8]([F:9])([F:10])[F:11], predict the reactants needed to synthesize it. The reactants are: [Cl:1][C:2]1[CH:16]=[C:15]([Cl:17])[CH:14]=[CH:13][C:3]=1[CH2:4][NH:5][C:6](=O)[CH2:7][C:8]([F:11])([F:10])[F:9].